This data is from Forward reaction prediction with 1.9M reactions from USPTO patents (1976-2016). The task is: Predict the product of the given reaction. (1) The product is: [C:33]([NH:2][C@H:3]1[CH2:8][CH2:7][C@H:6]([NH:9][C:10]([C:12]2[C:16]3[N:17]=[CH:18][N:19]=[C:20]([C:21]4[CH:26]=[C:25]([F:27])[CH:24]=[CH:23][C:22]=4[O:28][CH2:29][CH:30]4[CH2:31][CH2:32]4)[C:15]=3[NH:14][CH:13]=2)=[O:11])[CH2:5][CH2:4]1)(=[O:35])[CH3:34]. Given the reactants Cl.[NH2:2][C@H:3]1[CH2:8][CH2:7][C@H:6]([NH:9][C:10]([C:12]2[C:16]3[N:17]=[CH:18][N:19]=[C:20]([C:21]4[CH:26]=[C:25]([F:27])[CH:24]=[CH:23][C:22]=4[O:28][CH2:29][CH:30]4[CH2:32][CH2:31]4)[C:15]=3[NH:14][CH:13]=2)=[O:11])[CH2:5][CH2:4]1.[C:33](Cl)(=[O:35])[CH3:34], predict the reaction product. (2) Given the reactants [CH2:1]([O:3][C:4](=[O:25])[CH2:5][C:6]1[C:15]2[C:10](=[CH:11][CH:12]=[C:13](OS(C(F)(F)F)(=O)=O)[CH:14]=2)[CH:9]=[CH:8][C:7]=1[Cl:24])[CH3:2].[CH3:26][N:27](C=O)C, predict the reaction product. The product is: [CH2:1]([O:3][C:4](=[O:25])[CH2:5][C:6]1[C:15]2[C:10](=[CH:11][CH:12]=[C:13]([C:26]#[N:27])[CH:14]=2)[CH:9]=[CH:8][C:7]=1[Cl:24])[CH3:2].